Dataset: Forward reaction prediction with 1.9M reactions from USPTO patents (1976-2016). Task: Predict the product of the given reaction. Given the reactants B(Br)(Br)Br.C[O:6][C:7]1[CH:12]=[CH:11][C:10]([N:13]2[C:21]3[CH:20]=[CH:19][N:18]=[CH:17][C:16]=3[N:15]=[C:14]2[CH3:22])=[C:9]([CH3:23])[CH:8]=1, predict the reaction product. The product is: [CH3:23][C:9]1[CH:8]=[C:7]([OH:6])[CH:12]=[CH:11][C:10]=1[N:13]1[C:21]2[CH:20]=[CH:19][N:18]=[CH:17][C:16]=2[N:15]=[C:14]1[CH3:22].